From a dataset of NCI-60 drug combinations with 297,098 pairs across 59 cell lines. Regression. Given two drug SMILES strings and cell line genomic features, predict the synergy score measuring deviation from expected non-interaction effect. Drug 1: C1=NC(=NC(=O)N1C2C(C(C(O2)CO)O)O)N. Drug 2: C1=CN(C=N1)CC(O)(P(=O)(O)O)P(=O)(O)O. Cell line: SF-295. Synergy scores: CSS=13.1, Synergy_ZIP=-2.31, Synergy_Bliss=0.228, Synergy_Loewe=-2.51, Synergy_HSA=1.09.